This data is from Full USPTO retrosynthesis dataset with 1.9M reactions from patents (1976-2016). The task is: Predict the reactants needed to synthesize the given product. (1) The reactants are: [OH:1][C:2]1[CH:9]=[CH:8][C:5]([CH:6]=[O:7])=[CH:4][CH:3]=1.[H-].[Na+].COS(=O)O[CH2:16][CH2:17][NH:18][C:19]1[O:20][C:21]2[CH:27]=[CH:26][CH:25]=[CH:24][C:22]=2[N:23]=1. Given the product [O:20]1[C:21]2[CH:27]=[CH:26][CH:25]=[CH:24][C:22]=2[N:23]=[C:19]1[NH:18][CH2:17][CH2:16][O:1][C:2]1[CH:9]=[CH:8][C:5]([CH:6]=[O:7])=[CH:4][CH:3]=1, predict the reactants needed to synthesize it. (2) Given the product [CH2:21]([O:23][C:24](=[O:32])[C:25]1[CH:30]=[CH:29][CH:28]=[C:27]([N:18]2[CH2:19][CH:15]([C:9]3[CH:10]=[CH:11][C:12]([O:13][CH3:14])=[C:7]([O:6][CH:1]4[CH2:2][CH2:3][CH2:4][CH2:5]4)[CH:8]=3)[CH2:16][C:17]2=[O:20])[CH:26]=1)[CH3:22], predict the reactants needed to synthesize it. The reactants are: [CH:1]1([O:6][C:7]2[CH:8]=[C:9]([CH:15]3[CH2:19][NH:18][C:17](=[O:20])[CH2:16]3)[CH:10]=[CH:11][C:12]=2[O:13][CH3:14])[CH2:5][CH2:4][CH2:3][CH2:2]1.[CH2:21]([O:23][C:24](=[O:32])[C:25]1[CH:30]=[CH:29][CH:28]=[C:27](Br)[CH:26]=1)[CH3:22]. (3) Given the product [CH3:1][O:2][C:3](=[O:22])[C:4]1[C:9]([NH:28][CH:25]([CH2:26][CH3:27])[CH2:23][CH3:24])=[CH:8][C:7]([CH3:11])=[N:6][C:5]=1[O:12][C:13]1[C:18]([CH3:19])=[CH:17][C:16]([Cl:20])=[CH:15][C:14]=1[CH3:21], predict the reactants needed to synthesize it. The reactants are: [CH3:1][O:2][C:3](=[O:22])[C:4]1[C:9](Cl)=[CH:8][C:7]([CH3:11])=[N:6][C:5]=1[O:12][C:13]1[C:18]([CH3:19])=[CH:17][C:16]([Cl:20])=[CH:15][C:14]=1[CH3:21].[CH2:23]([CH:25]([NH2:28])[CH2:26][CH3:27])[CH3:24]. (4) Given the product [C:1]([O:5][C:6]([NH:8][CH2:9][C@H:10]1[CH2:11][CH2:12][C@H:13]([CH:16]=[O:17])[CH2:14][CH2:15]1)=[O:7])([CH3:3])([CH3:4])[CH3:2], predict the reactants needed to synthesize it. The reactants are: [C:1]([O:5][C:6]([NH:8][CH2:9][C@H:10]1[CH2:15][CH2:14][C@H:13]([CH2:16][OH:17])[CH2:12][CH2:11]1)=[O:7])([CH3:4])([CH3:3])[CH3:2].[Cr](Cl)([O-])(=O)=O.[NH+]1C=CC=CC=1. (5) Given the product [F:1][C:2]([F:7])([F:6])[C:3]([OH:5])=[O:4].[C:41]([C:38]1[NH:37][C:36]([C:34]([NH:33][C:16]2[CH:17]=[CH:18][C:19]([C:21]3([N:27]4[CH2:32][CH2:31][N:30]([CH2:52][C:53]([OH:55])=[O:54])[CH2:29][CH2:28]4)[CH2:22][CH2:23][O:24][CH2:25][CH2:26]3)=[CH:20][C:15]=2[C:12]2[CH2:13][CH2:14][C:9]([CH3:43])([CH3:8])[CH2:10][CH:11]=2)=[O:35])=[N:40][CH:39]=1)#[N:42], predict the reactants needed to synthesize it. The reactants are: [F:1][C:2]([F:7])([F:6])[C:3]([OH:5])=[O:4].[CH3:8][C:9]1([CH3:43])[CH2:14][CH2:13][C:12]([C:15]2[CH:20]=[C:19]([C:21]3([N:27]4[CH2:32][CH2:31][NH:30][CH2:29][CH2:28]4)[CH2:26][CH2:25][O:24][CH2:23][CH2:22]3)[CH:18]=[CH:17][C:16]=2[NH:33][C:34]([C:36]2[NH:37][C:38]([C:41]#[N:42])=[CH:39][N:40]=2)=[O:35])=[CH:11][CH2:10]1.CCN(CC)CC.Br[CH2:52][C:53]([O:55]CC)=[O:54].[OH-].[K+].